Dataset: Reaction yield outcomes from USPTO patents with 853,638 reactions. Task: Predict the reaction yield, written as a fraction of the theoretical maximum amount of product (1.0 means a 100% yield; for example, 0.34 means a 34% yield). (1) The reactants are [CH3:1][N:2]1[C:6]2[CH:7]=[C:8]([OH:11])[CH:9]=[CH:10][C:5]=2[N:4]=[CH:3]1.Br[CH2:13][C:14]([O:16][CH2:17][CH3:18])=[O:15].C([O-])([O-])=O.[K+].[K+].C(Cl)Cl. The catalyst is CN(C=O)C.O. The product is [CH3:1][N:2]1[C:6]2[CH:7]=[C:8]([O:11][CH2:13][C:14]([O:16][CH2:17][CH3:18])=[O:15])[CH:9]=[CH:10][C:5]=2[N:4]=[CH:3]1. The yield is 0.600. (2) The reactants are [OH-].[Li+].[CH:3]1([C@H:9]([NH:14][C:15]([C:17]2[CH:22]=[CH:21][C:20]([C:23]3[CH:28]=[CH:27][C:26]([F:29])=[CH:25][CH:24]=3)=[CH:19][C:18]=2[NH:30][C:31]([NH:33][C:34]2[C:39]([CH3:40])=[CH:38][C:37]([CH3:41])=[CH:36][C:35]=2[CH3:42])=[O:32])=[O:16])[C:10]([O:12]C)=[O:11])[CH2:8][CH2:7][CH2:6][CH2:5][CH2:4]1.CO.O. The catalyst is C1COCC1.CCCCCC.C(OCC)(=O)C. The product is [CH:3]1([C@H:9]([NH:14][C:15]([C:17]2[CH:22]=[CH:21][C:20]([C:23]3[CH:28]=[CH:27][C:26]([F:29])=[CH:25][CH:24]=3)=[CH:19][C:18]=2[NH:30][C:31]([NH:33][C:34]2[C:39]([CH3:40])=[CH:38][C:37]([CH3:41])=[CH:36][C:35]=2[CH3:42])=[O:32])=[O:16])[C:10]([OH:12])=[O:11])[CH2:4][CH2:5][CH2:6][CH2:7][CH2:8]1. The yield is 0.490. (3) The reactants are [CH2:1]([N:8]1[CH2:13][CH2:12][C:11](=O)[CH2:10][CH2:9]1)[C:2]1[CH:7]=[CH:6][CH:5]=[CH:4][CH:3]=1.C(OP([CH2:23][C:24]1[CH:29]=[CH:28][C:27]([C:30]#[N:31])=[CH:26][CH:25]=1)(=O)OCC)C.CN(C)C=O.C(O)C. The catalyst is O. The product is [CH2:1]([N:8]1[CH2:13][CH2:12][C:11](=[CH:23][C:24]2[CH:29]=[CH:28][C:27]([C:30]#[N:31])=[CH:26][CH:25]=2)[CH2:10][CH2:9]1)[C:2]1[CH:7]=[CH:6][CH:5]=[CH:4][CH:3]=1. The yield is 0.870. (4) The product is [F:17][C:18]([F:29])([F:30])[O:19][C:20]1[CH:21]=[CH:22][C:23]([CH2:26][CH2:27][O:16][C:3]2[CH:4]=[C:5]([S:9]([CH2:11][C:12]([F:14])([F:15])[F:13])=[O:10])[C:6]([CH3:8])=[CH:7][C:2]=2[CH3:1])=[CH:24][CH:25]=1. The reactants are [CH3:1][C:2]1[CH:7]=[C:6]([CH3:8])[C:5]([S:9]([CH2:11][C:12]([F:15])([F:14])[F:13])=[O:10])=[CH:4][C:3]=1[OH:16].[F:17][C:18]([F:30])([F:29])[O:19][C:20]1[CH:25]=[CH:24][C:23]([CH2:26][CH2:27]O)=[CH:22][CH:21]=1.C1(P(C2C=CC=CC=2)C2C=CC=CC=2)C=CC=CC=1.N(C(OC(C)C)=O)=NC(OC(C)C)=O. The catalyst is O1CCCC1. The yield is 0.400. (5) The reactants are [F:1][C:2]([F:26])([F:25])[O:3][C:4]1[CH:9]=[CH:8][C:7]([N:10]2[CH:14]=[N:13][C:12]([C:15]3[CH:24]=[CH:23][C:18]([C:19]([O:21]C)=[O:20])=[CH:17][CH:16]=3)=[N:11]2)=[CH:6][CH:5]=1.[Li+].[OH-]. The catalyst is C1COCC1.O.C(Cl)Cl. The product is [F:26][C:2]([F:1])([F:25])[O:3][C:4]1[CH:5]=[CH:6][C:7]([N:10]2[CH:14]=[N:13][C:12]([C:15]3[CH:24]=[CH:23][C:18]([C:19]([OH:21])=[O:20])=[CH:17][CH:16]=3)=[N:11]2)=[CH:8][CH:9]=1. The yield is 0.910. (6) The reactants are O[C:2]1[C:11]2[C:6](=[N:7][CH:8]=[CH:9][CH:10]=2)[N:5]([C:12]2[CH:17]=[CH:16][CH:15]=[CH:14][CH:13]=2)[C:4](=[O:18])[C:3]=1[C:19](=O)[CH2:20][C:21]1[CH:26]=[CH:25][C:24]([CH2:27][C:28]([O:30][CH2:31][CH3:32])=[O:29])=[CH:23][CH:22]=1.O.[NH2:35][NH2:36]. The catalyst is CN(C=O)C. The product is [CH2:31]([O:30][C:28]([CH2:27][C:24]1[CH:25]=[CH:26][C:21]([CH2:20][C:19]2[C:3]3[C:4](=[O:18])[N:5]([C:12]4[CH:13]=[CH:14][CH:15]=[CH:16][CH:17]=4)[C:6]4[N:7]=[CH:8][CH:9]=[CH:10][C:11]=4[C:2]=3[NH:36][N:35]=2)=[CH:22][CH:23]=1)=[O:29])[CH3:32]. The yield is 0.910. (7) The reactants are [Br:1][C:2]1[CH:3]=[N:4][N:5]([CH3:16])[C:6]=1[NH:7][C:8](=[O:15])OCC(Cl)(Cl)Cl.[C:17]1([C:23]2[N:27]=[C:26]([N:28]3[CH2:33][CH2:32][NH:31][CH2:30][CH2:29]3)[S:25][N:24]=2)[CH:22]=[CH:21][CH:20]=[CH:19][CH:18]=1.C(N(C(C)C)CC)(C)C.O. The catalyst is CS(C)=O. The product is [Br:1][C:2]1[CH:3]=[N:4][N:5]([CH3:16])[C:6]=1[NH:7][C:8]([N:31]1[CH2:32][CH2:33][N:28]([C:26]2[S:25][N:24]=[C:23]([C:17]3[CH:22]=[CH:21][CH:20]=[CH:19][CH:18]=3)[N:27]=2)[CH2:29][CH2:30]1)=[O:15]. The yield is 0.697.